Dataset: Peptide-MHC class I binding affinity with 185,985 pairs from IEDB/IMGT. Task: Regression. Given a peptide amino acid sequence and an MHC pseudo amino acid sequence, predict their binding affinity value. This is MHC class I binding data. (1) The peptide sequence is YPLAIPVTM. The MHC is HLA-B35:01 with pseudo-sequence HLA-B35:01. The binding affinity (normalized) is 0.939. (2) The peptide sequence is APLAHRLGM. The MHC is HLA-B48:01 with pseudo-sequence HLA-B48:01. The binding affinity (normalized) is 0.0847. (3) The peptide sequence is FIPSYDFPSV. The MHC is HLA-A02:01 with pseudo-sequence HLA-A02:01. The binding affinity (normalized) is 0.693. (4) The peptide sequence is FSFRYPFV. The MHC is H-2-Db with pseudo-sequence H-2-Db. The binding affinity (normalized) is 0.408. (5) The peptide sequence is LQFIVFLLL. The MHC is HLA-A23:01 with pseudo-sequence HLA-A23:01. The binding affinity (normalized) is 0.137. (6) The peptide sequence is AFFSDLVKF. The MHC is HLA-A03:01 with pseudo-sequence HLA-A03:01. The binding affinity (normalized) is 0.213.